This data is from Tyrosyl-DNA phosphodiesterase HTS with 341,365 compounds. The task is: Binary Classification. Given a drug SMILES string, predict its activity (active/inactive) in a high-throughput screening assay against a specified biological target. The drug is S(c1n(CC=C)c(nn1)c1nccnc1)CC(=O)Nc1cc(cc(c1)C)C. The result is 0 (inactive).